The task is: Predict which catalyst facilitates the given reaction.. This data is from Catalyst prediction with 721,799 reactions and 888 catalyst types from USPTO. (1) Reactant: S(O[CH2:12][CH2:13][O:14][CH2:15][CH2:16][O:17][CH2:18][CH2:19][O:20][CH2:21][CH2:22][O:23][CH2:24][C:25]#[C:26][C:27]1[CH:28]=[C:29]([CH:40]=[CH:41][CH:42]=1)[C:30]([O:32][CH2:33][C:34]1[CH:39]=[CH:38][CH:37]=[CH:36][CH:35]=1)=[O:31])(C1C=CC(C)=CC=1)(=O)=O.C(=O)(O)[O-].[Na+].[N-:48]=[N+:49]=[N-:50].[Na+]. Product: [N:48]([CH2:12][CH2:13][O:14][CH2:15][CH2:16][O:17][CH2:18][CH2:19][O:20][CH2:21][CH2:22][O:23][CH2:24][C:25]#[C:26][C:27]1[CH:28]=[C:29]([CH:40]=[CH:41][CH:42]=1)[C:30]([O:32][CH2:33][C:34]1[CH:39]=[CH:38][CH:37]=[CH:36][CH:35]=1)=[O:31])=[N+:49]=[N-:50]. The catalyst class is: 35. (2) Reactant: [CH3:1][NH2:2].Cl[C:4]1[S:5][C:6]([S:10]([NH:13][C@@H:14]2[CH2:16][C@H:15]2[C:17]2[CH:22]=[CH:21][CH:20]=[CH:19][CH:18]=2)(=[O:12])=[O:11])=[C:7]([CH3:9])[N:8]=1. Product: [CH3:9][C:7]1[N:8]=[C:4]([NH:2][CH3:1])[S:5][C:6]=1[S:10]([NH:13][C@@H:14]1[CH2:16][C@H:15]1[C:17]1[CH:22]=[CH:21][CH:20]=[CH:19][CH:18]=1)(=[O:12])=[O:11]. The catalyst class is: 192. (3) Product: [NH2:11][O:10][CH2:9][CH2:8][NH:7][C:6](=[O:22])[O:5][C:1]([CH3:3])([CH3:2])[CH3:4]. The catalyst class is: 2. Reactant: [C:1]([O:5][C:6](=[O:22])[NH:7][CH2:8][CH2:9][O:10][N:11]1C(=O)C2C(=CC=CC=2)C1=O)([CH3:4])([CH3:3])[CH3:2]. (4) Reactant: [CH2:1]([CH:3]([CH2:28][CH3:29])[CH:4]([NH:17][C:18]1[CH:27]=[CH:26][C:21]([C:22]([O:24]C)=[O:23])=[CH:20][CH:19]=1)[C:5]1[O:6][C:7]2[CH:14]=[CH:13][C:12]([O:15][CH3:16])=[CH:11][C:8]=2[C:9]=1[CH3:10])[CH3:2].O1CCCC1.[OH-].[Na+]. Product: [CH2:28]([CH:3]([CH2:1][CH3:2])[CH:4]([NH:17][C:18]1[CH:19]=[CH:20][C:21]([C:22]([OH:24])=[O:23])=[CH:26][CH:27]=1)[C:5]1[O:6][C:7]2[CH:14]=[CH:13][C:12]([O:15][CH3:16])=[CH:11][C:8]=2[C:9]=1[CH3:10])[CH3:29]. The catalyst class is: 8. (5) Reactant: [C:1]([O:5][C:6]([NH:8][CH:9]1[CH2:14][CH2:13][CH:12]([C:15]([OH:17])=O)[CH2:11][CH2:10]1)=[O:7])([CH3:4])([CH3:3])[CH3:2].[NH2:18][C:19]1[CH:27]=[CH:26][C:22]([C:23]([NH2:25])=[O:24])=[CH:21][CH:20]=1.C(N(CC)CC)C.Cl.C(N=C=NCCCN(C)C)C.O.ON1C2C=CC=CC=2N=N1.C(=O)([O-])O.[Na+]. Product: [NH2:25][C:23]([C:22]1[CH:26]=[CH:27][C:19]([NH:18][C:15]([CH:12]2[CH2:11][CH2:10][CH:9]([NH:8][C:6](=[O:7])[O:5][C:1]([CH3:2])([CH3:3])[CH3:4])[CH2:14][CH2:13]2)=[O:17])=[CH:20][CH:21]=1)=[O:24]. The catalyst class is: 9. (6) Reactant: [C:1]([N:9]1[CH2:22][CH2:21][C:20]2[C:19]3[C:18](Br)=[CH:17][CH:16]=[CH:15][C:14]=3[NH:13][C:12]=2[CH2:11][CH2:10]1)(=[O:8])[C:2]1[CH:7]=[CH:6][CH:5]=[CH:4][CH:3]=1.CCN(CC)CC.[CH3:31][C:32]1([CH3:39])[C:36]([CH3:38])([CH3:37])[O:35][BH:34][O:33]1. Product: [C:1]([N:9]1[CH2:22][CH2:21][C:20]2[C:19]3[C:18]([B:34]4[O:35][C:36]([CH3:38])([CH3:37])[C:32]([CH3:39])([CH3:31])[O:33]4)=[CH:17][CH:16]=[CH:15][C:14]=3[NH:13][C:12]=2[CH2:11][CH2:10]1)(=[O:8])[C:2]1[CH:7]=[CH:6][CH:5]=[CH:4][CH:3]=1. The catalyst class is: 658.